This data is from NCI-60 drug combinations with 297,098 pairs across 59 cell lines. The task is: Regression. Given two drug SMILES strings and cell line genomic features, predict the synergy score measuring deviation from expected non-interaction effect. (1) Drug 1: CC12CCC3C(C1CCC2O)C(CC4=C3C=CC(=C4)O)CCCCCCCCCS(=O)CCCC(C(F)(F)F)(F)F. Drug 2: C1CC(=O)NC(=O)C1N2C(=O)C3=CC=CC=C3C2=O. Cell line: NCI-H226. Synergy scores: CSS=-6.71, Synergy_ZIP=3.33, Synergy_Bliss=-0.410, Synergy_Loewe=-4.43, Synergy_HSA=-5.11. (2) Drug 1: CNC(=O)C1=CC=CC=C1SC2=CC3=C(C=C2)C(=NN3)C=CC4=CC=CC=N4. Drug 2: CCN(CC)CCNC(=O)C1=C(NC(=C1C)C=C2C3=C(C=CC(=C3)F)NC2=O)C. Cell line: A498. Synergy scores: CSS=4.76, Synergy_ZIP=-2.03, Synergy_Bliss=0.862, Synergy_Loewe=-2.20, Synergy_HSA=-0.154. (3) Drug 1: C1=CC(=CC=C1C#N)C(C2=CC=C(C=C2)C#N)N3C=NC=N3. Drug 2: CC1CCC2CC(C(=CC=CC=CC(CC(C(=O)C(C(C(=CC(C(=O)CC(OC(=O)C3CCCCN3C(=O)C(=O)C1(O2)O)C(C)CC4CCC(C(C4)OC)OCCO)C)C)O)OC)C)C)C)OC. Cell line: MDA-MB-231. Synergy scores: CSS=-2.93, Synergy_ZIP=1.10, Synergy_Bliss=-0.323, Synergy_Loewe=-12.5, Synergy_HSA=-9.51.